Dataset: Forward reaction prediction with 1.9M reactions from USPTO patents (1976-2016). Task: Predict the product of the given reaction. (1) Given the reactants I[C:2]1[CH:10]=[CH:9][C:8]([N+:11]([O-:13])=[O:12])=[CH:7][C:3]=1[C:4]([NH2:6])=[O:5].C(=O)([O-])[O-].[Na+].[Na+].[S:20]1[C:24]2[CH:25]=[CH:26][CH:27]=[CH:28][C:23]=2[CH:22]=[C:21]1B(O)O, predict the reaction product. The product is: [S:20]1[C:24]2[CH:25]=[CH:26][CH:27]=[CH:28][C:23]=2[CH:22]=[C:21]1[C:2]1[CH:10]=[CH:9][C:8]([N+:11]([O-:13])=[O:12])=[CH:7][C:3]=1[C:4]([NH2:6])=[O:5]. (2) Given the reactants CC(OC(/N=N/C(OC(C)C)=O)=O)C.[OH:15][CH2:16][C@@H:17]1[O:21][C:20](=[O:22])[N:19]([C:23]2[CH:28]=[CH:27][C:26]([C:29]3[CH2:30][CH2:31][O:32][CH2:33][CH:34]=3)=[C:25]([F:35])[CH:24]=2)[CH2:18]1.O[C:37]1[CH:41]=[CH:40][O:39][N:38]=1.C1(P(C2C=CC=CC=2)C2C=CC=CC=2)C=CC=CC=1, predict the reaction product. The product is: [O:39]1[CH:40]=[CH:41][C:37]([O:15][CH2:16][C@@H:17]2[O:21][C:20](=[O:22])[N:19]([C:23]3[CH:28]=[CH:27][C:26]([C:29]4[CH2:30][CH2:31][O:32][CH2:33][CH:34]=4)=[C:25]([F:35])[CH:24]=3)[CH2:18]2)=[N:38]1.